Dataset: Forward reaction prediction with 1.9M reactions from USPTO patents (1976-2016). Task: Predict the product of the given reaction. (1) Given the reactants [CH2:1]([O:8][CH2:9][C@H:10]1[O:14][C:13](=[O:15])[CH:12]=[CH:11]1)[C:2]1[CH:7]=[CH:6][CH:5]=[CH:4][CH:3]=1.C(C1C=CC=CC=1)(=O)C1C=CC=CC=1.[O:30]1[CH2:34][CH2:33][O:32][CH2:31]1, predict the reaction product. The product is: [CH2:1]([O:8][CH2:9][C@H:10]1[O:14][C:13](=[O:15])[CH2:12][C@@H:11]1[CH:31]1[O:32][CH2:33][CH2:34][O:30]1)[C:2]1[CH:3]=[CH:4][CH:5]=[CH:6][CH:7]=1. (2) Given the reactants [N:1]1([C:5]2[CH:10]=[CH:9][C:8]([C:11]3[NH:16][C:15](=[O:17])[C:14]([C:18]([O:20]C)=[O:19])=[C:13]([OH:22])[C:12]=3[CH2:23][CH3:24])=[CH:7][CH:6]=2)[CH2:4][CH2:3][CH2:2]1.[Si](O[K])(C)(C)C, predict the reaction product. The product is: [N:1]1([C:5]2[CH:6]=[CH:7][C:8]([C:11]3[NH:16][C:15](=[O:17])[C:14]([C:18]([OH:20])=[O:19])=[C:13]([OH:22])[C:12]=3[CH2:23][CH3:24])=[CH:9][CH:10]=2)[CH2:4][CH2:3][CH2:2]1. (3) The product is: [O:30]=[C:12]1[N:11]([CH2:31][C:32]([F:33])([F:34])[F:35])[CH2:10][N:9]([C@H:6]2[CH2:5][CH2:4][C@H:3]([CH2:2][NH:1][S:44]([CH3:43])(=[O:46])=[O:45])[CH2:8][CH2:7]2)[C:14]2[C:15]3[CH:21]=[CH:20][N:19]([CH2:22][O:23][CH2:24][CH2:25][Si:26]([CH3:28])([CH3:29])[CH3:27])[C:16]=3[N:17]=[CH:18][C:13]1=2. Given the reactants [NH2:1][CH2:2][C@H:3]1[CH2:8][CH2:7][C@H:6]([N:9]2[C:14]3[C:15]4[CH:21]=[CH:20][N:19]([CH2:22][O:23][CH2:24][CH2:25][Si:26]([CH3:29])([CH3:28])[CH3:27])[C:16]=4[N:17]=[CH:18][C:13]=3[C:12](=[O:30])[N:11]([CH2:31][C:32]([F:35])([F:34])[F:33])[CH2:10]2)[CH2:5][CH2:4]1.C(N(CC)CC)C.[CH3:43][S:44](Cl)(=[O:46])=[O:45].O, predict the reaction product. (4) Given the reactants [N:1]1[C:5]2[CH:6]=[CH:7][CH:8]=[CH:9][C:4]=2[NH:3][CH:2]=1.C([O-])([O-])=O.[K+].[K+].Br[CH2:17][C:18]1[CH:23]=[CH:22][C:21]([C:24]2[CH:28]=[C:27]([C:29]([NH2:31])=[O:30])[O:26][N:25]=2)=[CH:20][CH:19]=1, predict the reaction product. The product is: [N:1]1([CH2:17][C:18]2[CH:19]=[CH:20][C:21]([C:24]3[CH:28]=[C:27]([C:29]([NH2:31])=[O:30])[O:26][N:25]=3)=[CH:22][CH:23]=2)[C:5]2[CH:6]=[CH:7][CH:8]=[CH:9][C:4]=2[N:3]=[CH:2]1. (5) The product is: [CH2:20]([N:3]([CH2:1][CH3:2])[S:4]([CH2:7][CH:8]1[CH2:12][CH:11]([C:13]([OH:15])=[O:14])[CH:10]([CH2:18][CH3:19])[CH2:9]1)(=[O:6])=[O:5])[CH3:21]. Given the reactants [CH2:1]([N:3]([CH2:20][CH3:21])[S:4]([CH2:7][CH:8]1[CH2:12][CH:11]([C:13]([O:15]CC)=[O:14])[CH:10]([CH2:18][CH3:19])[CH2:9]1)(=[O:6])=[O:5])[CH3:2].[OH-].[Na+], predict the reaction product. (6) Given the reactants Br[C:2]1[CH:3]=[CH:4][C:5]([S:8]([NH:11][C:12]2[CH:13]=[C:14]([F:22])[C:15]([C:18]([O:20][CH3:21])=[O:19])=[N:16][CH:17]=2)(=[O:10])=[O:9])=[N:6][CH:7]=1.[B:23]1(B2OC(C)(C)C(C)(C)O2)[O:27]C(C)(C)C(C)(C)[O:24]1.C([O-])(=O)C.[K+], predict the reaction product. The product is: [F:22][C:14]1[CH:13]=[C:12]([NH:11][S:8]([C:5]2[N:6]=[CH:7][C:2]([B:23]([OH:27])[OH:24])=[CH:3][CH:4]=2)(=[O:10])=[O:9])[CH:17]=[N:16][C:15]=1[C:18]([O:20][CH3:21])=[O:19]. (7) Given the reactants Br[C:2]1[CH:3]=[C:4]2[C:9](=[CH:10][CH:11]=1)[N:8]=[CH:7][C:6]([C:12]([CH:14]1[CH2:16][CH2:15]1)=[O:13])=[C:5]2[NH:17][C@H:18]1[CH2:23][CH2:22][C@H:21]([NH:24][C:25](=[O:31])[O:26][C:27]([CH3:30])([CH3:29])[CH3:28])[CH2:20][CH2:19]1.[CH3:32][O:33][C:34]1[CH:39]=[C:38](B2OC(C)(C)C(C)(C)O2)[CH:37]=[CH:36][C:35]=1[OH:49], predict the reaction product. The product is: [CH:14]1([C:12]([C:6]2[CH:7]=[N:8][C:9]3[C:4]([C:5]=2[NH:17][C@H:18]2[CH2:23][CH2:22][C@H:21]([NH:24][C:25](=[O:31])[O:26][C:27]([CH3:29])([CH3:30])[CH3:28])[CH2:20][CH2:19]2)=[CH:3][C:2]([C:38]2[CH:37]=[CH:36][C:35]([OH:49])=[C:34]([O:33][CH3:32])[CH:39]=2)=[CH:11][CH:10]=3)=[O:13])[CH2:16][CH2:15]1.